This data is from Full USPTO retrosynthesis dataset with 1.9M reactions from patents (1976-2016). The task is: Predict the reactants needed to synthesize the given product. (1) Given the product [CH3:1][O:2][C@@H:3]([CH2:7][C:8]1[C:13]2[S:14][CH:15]=[CH:16][C:12]=2[C:11]([O:17][CH2:18][CH2:19][C:20]2[N:21]=[C:22]([C:26]3[CH:31]=[CH:30][CH:29]=[CH:28][CH:27]=3)[O:23][C:24]=2[CH3:25])=[CH:10][CH:9]=1)[C:4]([O-:6])=[O:5].[CH:32]([NH2+:35][CH:36]([CH3:38])[CH3:37])([CH3:34])[CH3:33], predict the reactants needed to synthesize it. The reactants are: [CH3:1][O:2][C@@H:3]([CH2:7][C:8]1[C:13]2[S:14][CH:15]=[CH:16][C:12]=2[C:11]([O:17][CH2:18][CH2:19][C:20]2[N:21]=[C:22]([C:26]3[CH:31]=[CH:30][CH:29]=[CH:28][CH:27]=3)[O:23][C:24]=2[CH3:25])=[CH:10][CH:9]=1)[C:4]([OH:6])=[O:5].[CH:32]([NH:35][CH:36]([CH3:38])[CH3:37])([CH3:34])[CH3:33]. (2) The reactants are: [C:1]([CH2:10][N-:11][CH2:12][C:13]1[S:14][CH:15]=[C:16](Br)[CH:17]=1)(=O)[CH2:2][CH2:3][CH2:4][CH2:5][CH2:6][CH2:7]C.CC1(C)C(C)(C)OB([C:27]2[CH:32]=[CH:31][C:30]([CH:33]=[CH:34][C:35]([O:37][CH2:38][CH3:39])=[O:36])=[CH:29][CH:28]=2)O1.[OH2:41].[CH3:42]N(C)C=O. Given the product [CH3:42][N:11]([CH2:12][C:13]1[S:14][CH:15]=[C:16]([C:27]2[CH:32]=[CH:31][C:30]([CH:33]=[CH:34][C:35]([O:37][CH2:38][CH3:39])=[O:36])=[CH:29][CH:28]=2)[CH:17]=1)[C:10](=[O:41])[CH2:1][CH2:2][CH2:3][CH2:4][CH2:5][CH2:6][CH3:7], predict the reactants needed to synthesize it. (3) Given the product [OH:10][CH2:9][CH2:8][CH2:7][C:37]1[C:38]2[C:42](=[C:34]3[C:32]4=[CH:31][N:28]([CH3:46])[C:26](=[O:27])[C:25]4=[C:18]4[C:17]([NH:16][C:24]5[CH:23]=[CH:1][C:2](=[O:5])[CH2:3][C:19]=54)=[C:35]3[CH:36]=1)[N:41]=[CH:40][CH:39]=2, predict the reactants needed to synthesize it. The reactants are: [CH3:1][C:2]([O-:5])(C)[CH3:3].[K+].[CH2:7]1C[O:10][CH2:9][CH2:8]1.OCCC[N:16]1[C:24]2[C:19](=CC=C[CH:23]=2)[C:18]([CH2:25][C:26]([NH2:28])=[O:27])=[CH:17]1.CO[C:31](=O)[C:32]([C:34]1[CH:35]=[CH:36][CH:37]=[C:38]2[C:42]=1[N:41](C)[CH:40]=[CH:39]2)=O.Cl.[CH3:46]N(C=O)C. (4) Given the product [CH2:2]([N:9]1[CH2:16][CH:15]2[CH2:17][CH:11]([CH2:12][N:13]([C:18]3[N:22]=[N:21][N:20]([CH2:23][CH3:24])[N:19]=3)[CH2:14]2)[CH2:10]1)[C:3]1[CH:4]=[CH:5][CH:6]=[CH:7][CH:8]=1, predict the reactants needed to synthesize it. The reactants are: [NH4+].[CH2:2]([N:9]1[CH2:16][CH:15]2[CH2:17][CH:11]([CH2:12][N:13]([C:18]3[N:19]=[N:20][NH:21][N:22]=3)[CH2:14]2)[CH2:10]1)[C:3]1[CH:8]=[CH:7][CH:6]=[CH:5][CH:4]=1.[CH2:23](I)[CH3:24].[OH-].[Na+]. (5) Given the product [CH:12]1([CH2:18][C:19]([NH:1][C:2]2[CH:7]=[CH:6][CH:5]=[CH:4][C:3]=2[CH2:8][CH2:9][CH2:10][OH:11])=[O:20])[CH2:17][CH2:16][CH2:15][CH2:14][CH2:13]1, predict the reactants needed to synthesize it. The reactants are: [NH2:1][C:2]1[CH:7]=[CH:6][CH:5]=[CH:4][C:3]=1[CH2:8][CH2:9][CH2:10][OH:11].[CH:12]1([CH2:18][C:19](O)=[O:20])[CH2:17][CH2:16][CH2:15][CH2:14][CH2:13]1.ON1C2C=CC=CC=2N=N1.C(Cl)(Cl)Cl. (6) Given the product [Cl:12][C:4]1[N:3]=[C:2]([N:17]2[CH2:18][CH2:19][C@@H:15]([F:14])[CH2:16]2)[C:7]([N+:8]([O-:10])=[O:9])=[C:6]([CH3:11])[CH:5]=1, predict the reactants needed to synthesize it. The reactants are: Cl[C:2]1[C:7]([N+:8]([O-:10])=[O:9])=[C:6]([CH3:11])[CH:5]=[C:4]([Cl:12])[N:3]=1.Cl.[F:14][C@@H:15]1[CH2:19][CH2:18][NH:17][CH2:16]1.